This data is from Forward reaction prediction with 1.9M reactions from USPTO patents (1976-2016). The task is: Predict the product of the given reaction. Given the reactants Cl[C:2]1[N:7]=[C:6]([C:8]2[N:12]3[CH:13]=[CH:14][CH:15]=[CH:16][C:11]3=[N:10][C:9]=2[C:17]2[CH:18]=[C:19]([CH:31]=[CH:32][CH:33]=2)[C:20]([NH:22][C:23]2[C:28]([F:29])=[CH:27][CH:26]=[CH:25][C:24]=2[F:30])=[O:21])[CH:5]=[CH:4][N:3]=1.[CH2:34]([O:36][C:37]1[CH:43]=[C:42]([CH2:44][CH2:45][N:46]2[CH2:51][CH2:50][N:49]([CH3:52])[CH2:48][CH2:47]2)[CH:41]=[CH:40][C:38]=1[NH2:39])[CH3:35].C1(C)C=CC(S(O)(=O)=O)=CC=1.C[O-].[Na+], predict the reaction product. The product is: [F:30][C:24]1[CH:25]=[CH:26][CH:27]=[C:28]([F:29])[C:23]=1[NH:22][C:20](=[O:21])[C:19]1[CH:31]=[CH:32][CH:33]=[C:17]([C:9]2[N:10]=[C:11]3[CH:16]=[CH:15][CH:14]=[CH:13][N:12]3[C:8]=2[C:6]2[CH:5]=[CH:4][N:3]=[C:2]([NH:39][C:38]3[CH:40]=[CH:41][C:42]([CH2:44][CH2:45][N:46]4[CH2:47][CH2:48][N:49]([CH3:52])[CH2:50][CH2:51]4)=[CH:43][C:37]=3[O:36][CH2:34][CH3:35])[N:7]=2)[CH:18]=1.